The task is: Predict the reaction yield, written as a fraction of the theoretical maximum amount of product (1.0 means a 100% yield; for example, 0.34 means a 34% yield).. This data is from Reaction yield outcomes from USPTO patents with 853,638 reactions. (1) The reactants are Cl[C:2]1[N:7]=[C:6]([NH:8][C:9]2[C:18]([CH3:19])=[CH:17][CH:16]=[CH:15][C:10]=2[C:11]([NH:13][CH3:14])=[O:12])[C:5]([Cl:20])=[CH:4][N:3]=1.[NH2:21][C:22]1[CH:35]=[CH:34][C:25]2[NH:26][C:27](=[O:33])[CH2:28][CH2:29][C:30]([CH3:32])([CH3:31])[C:24]=2[CH:23]=1.CC1(C)[C@]2(CS(O)(=O)=O)C(C[C@H]1CC2)=O. The catalyst is C(O)(C)C. The product is [Cl:20][C:5]1[C:6]([NH:8][C:9]2[C:18]([CH3:19])=[CH:17][CH:16]=[CH:15][C:10]=2[C:11]([NH:13][CH3:14])=[O:12])=[N:7][C:2]([NH:21][C:22]2[CH:35]=[CH:34][C:25]3[NH:26][C:27](=[O:33])[CH2:28][CH2:29][C:30]([CH3:32])([CH3:31])[C:24]=3[CH:23]=2)=[N:3][CH:4]=1. The yield is 0.0300. (2) The reactants are [C:1]([C:3]1[CH:4]=[C:5]2[C:9](=[CH:10][CH:11]=1)[NH:8][C:7](=[O:12])[CH2:6]2)#[N:2].[Cl:13][C:14]1[N:19]=[CH:18][C:17]([S:20]([N:23]2[CH2:28][CH2:27][N:26]([CH2:29][CH2:30][CH:31]([CH3:33])[CH3:32])[CH2:25][CH2:24]2)(=[O:22])=[O:21])=[CH:16][CH:15]=1. No catalyst specified. The product is [ClH:13].[OH:12][C:7]1[NH:8][C:9]2[C:5]([C:6]=1[C:14]1[CH:15]=[CH:16][C:17]([S:20]([N:23]3[CH2:28][CH2:27][N:26]([CH2:29][CH2:30][CH:31]([CH3:33])[CH3:32])[CH2:25][CH2:24]3)(=[O:22])=[O:21])=[CH:18][N:19]=1)=[CH:4][C:3]([C:1]#[N:2])=[CH:11][CH:10]=2. The yield is 0.0500.